From a dataset of Forward reaction prediction with 1.9M reactions from USPTO patents (1976-2016). Predict the product of the given reaction. (1) Given the reactants Cl.[OH:2][C:3]1[CH:4]=[C:5]([CH:8]=[CH:9][C:10]=1[OH:11])[CH2:6][NH2:7].C(N(CC)CC)C.[CH3:19][CH2:20][CH2:21][CH2:22][CH2:23][CH2:24][N:25]=[C:26]=[S:27], predict the reaction product. The product is: [OH:2][C:3]1[CH:4]=[C:5]([CH:8]=[CH:9][C:10]=1[OH:11])[CH2:6][NH:7][C:26]([NH:25][CH2:24][CH2:23][CH2:22][CH2:21][CH2:20][CH3:19])=[S:27]. (2) Given the reactants [NH2:1][C:2]1([C:6]2[S:7][C:8]([C:11]3[CH:12]=[C:13]([NH:18][C:19]4[N:24]=[C:23]([C:25]([F:28])([F:27])[F:26])[CH:22]=[CH:21][N:20]=4)[CH:14]=[C:15]([CH3:17])[CH:16]=3)=[CH:9][N:10]=2)[CH2:5][O:4][CH2:3]1.[S:29](N)([NH2:32])(=[O:31])=[O:30], predict the reaction product. The product is: [CH3:17][C:15]1[CH:16]=[C:11]([C:8]2[S:7][C:6]([C:2]3([NH:1][S:29](=[O:31])(=[O:30])[NH2:32])[CH2:3][O:4][CH2:5]3)=[N:10][CH:9]=2)[CH:12]=[C:13]([NH:18][C:19]2[N:24]=[C:23]([C:25]([F:28])([F:27])[F:26])[CH:22]=[CH:21][N:20]=2)[CH:14]=1. (3) Given the reactants [C:1]([C:3]1[CH:8]=[N:7][N:6]2[C:9]([C:12]([O:14]CC)=[O:13])=[CH:10][CH:11]=[C:5]2[C:4]=1[NH:17][CH:18]1[CH2:23][CH2:22][CH2:21][CH2:20][CH:19]1[CH3:24])#[N:2].[NH4+].[OH-:26].OO.[OH-].[Na+].Cl, predict the reaction product. The product is: [C:1]([C:3]1[CH:8]=[N:7][N:6]2[C:9]([C:12]([OH:14])=[O:13])=[CH:10][CH:11]=[C:5]2[C:4]=1[NH:17][CH:18]1[CH2:23][CH2:22][CH2:21][CH2:20][CH:19]1[CH3:24])(=[O:26])[NH2:2]. (4) Given the reactants C(N1C2C=CNC(=O)C=2C=C1C)C1C=CC=CC=1.C(N1C(C)=CC=C1C=CC(O)=O)C1C=CC=CC=1.[CH2:37]([N:44]1[C:48]2=[N:49][CH:50]=[CH:51][C:52]([O:53][CH3:54])=[C:47]2[CH:46]=[C:45]1[CH3:55])[C:38]1[CH:43]=[CH:42][CH:41]=[CH:40][CH:39]=1.Cl[C:57]([O:59][CH2:60][CH3:61])=[O:58].[N-]=[N+]=[N-].[Na+], predict the reaction product. The product is: [CH2:37]([N:44]1[C:48]2=[N:49][CH:50]=[CH:51][C:52]([O:53][CH2:54][C:57]([O:59][CH2:60][CH3:61])=[O:58])=[C:47]2[CH:46]=[C:45]1[CH3:55])[C:38]1[CH:39]=[CH:40][CH:41]=[CH:42][CH:43]=1. (5) Given the reactants [CH3:1][S:2]([CH2:5][CH2:6][CH:7]1[CH2:12][CH2:11][N:10](C(OC(C)(C)C)=O)[CH2:9][CH2:8]1)(=[O:4])=[O:3].[ClH:20], predict the reaction product. The product is: [ClH:20].[CH3:1][S:2]([CH2:5][CH2:6][CH:7]1[CH2:12][CH2:11][NH:10][CH2:9][CH2:8]1)(=[O:4])=[O:3]. (6) Given the reactants [CH3:1][O:2][C:3]1[CH:8]=[C:7]([O:9][CH3:10])[CH:6]=[CH:5][C:4]=1[C:11]([C:16]1[CH:21]=[CH:20][C:19]([O:22][CH3:23])=[CH:18][C:17]=1[O:24][CH3:25])([O:14][CH3:15])[O:12][CH3:13].C(O)CO, predict the reaction product. The product is: [CH3:25][O:24][C:17]1[CH:18]=[C:19]([O:22][CH3:23])[CH:20]=[CH:21][C:16]=1[C:11]1([C:4]2[CH:5]=[CH:6][C:7]([O:9][CH3:10])=[CH:8][C:3]=2[O:2][CH3:1])[O:14][CH2:15][CH2:13][O:12]1.